This data is from Catalyst prediction with 721,799 reactions and 888 catalyst types from USPTO. The task is: Predict which catalyst facilitates the given reaction. (1) Reactant: [OH-].[Li+].C[O:4][C:5](=[O:25])[CH2:6][C:7]1[C:8]([CH3:24])=[C:9]([S:16][C:17]2[CH:22]=[CH:21][C:20]([Cl:23])=[CH:19][CH:18]=2)[N:10]2[C:15]=1[CH:14]=[CH:13][CH:12]=[CH:11]2.Cl. Product: [Cl:23][C:20]1[CH:21]=[CH:22][C:17]([S:16][C:9]2[N:10]3[C:15]([CH:14]=[CH:13][CH:12]=[CH:11]3)=[C:7]([CH2:6][C:5]([OH:25])=[O:4])[C:8]=2[CH3:24])=[CH:18][CH:19]=1. The catalyst class is: 7. (2) Reactant: [CH3:1][C:2]1[CH:7]=[CH:6][C:5]([C:8]2[O:12][N:11]=[CH:10][C:9]=2[C:13](Cl)=[O:14])=[CH:4][CH:3]=1.[CH3:16][CH:17]1[CH2:25][C:24]2[C:19](=[CH:20][CH:21]=[CH:22][CH:23]=2)[NH:18]1. Product: [CH3:16][CH:17]1[CH2:25][C:24]2[C:19](=[CH:20][CH:21]=[CH:22][CH:23]=2)[N:18]1[C:13]([C:9]1[CH:10]=[N:11][O:12][C:8]=1[C:5]1[CH:6]=[CH:7][C:2]([CH3:1])=[CH:3][CH:4]=1)=[O:14]. The catalyst class is: 4.